From a dataset of CYP2C19 inhibition data for predicting drug metabolism from PubChem BioAssay. Regression/Classification. Given a drug SMILES string, predict its absorption, distribution, metabolism, or excretion properties. Task type varies by dataset: regression for continuous measurements (e.g., permeability, clearance, half-life) or binary classification for categorical outcomes (e.g., BBB penetration, CYP inhibition). Dataset: cyp2c19_veith. (1) The drug is COC(=O)C1=C(C)N=C2SC(C)C(=O)N2C1/C=C/c1ccccc1. The result is 1 (inhibitor). (2) The drug is C[N+](C)(C)CCOC(N)=O. The result is 0 (non-inhibitor). (3) The molecule is CC(=O)NCCc1c[nH]c2ccccc12. The result is 1 (inhibitor).